This data is from Forward reaction prediction with 1.9M reactions from USPTO patents (1976-2016). The task is: Predict the product of the given reaction. (1) Given the reactants Br[C:2]1[CH:7]=[CH:6][C:5]([O:8][CH3:9])=[CH:4][C:3]=1[C:10]([F:13])([F:12])[F:11].[I-:14].[Na+].CN[C@@H]1CCCC[C@H]1NC, predict the reaction product. The product is: [I:14][C:2]1[CH:7]=[CH:6][C:5]([O:8][CH3:9])=[CH:4][C:3]=1[C:10]([F:13])([F:12])[F:11]. (2) Given the reactants FC(F)(F)C1C=C(NC(=O)NC2C=CC(C3SC(CCC(OC)=O)=NC=3)=CC=2)C=CC=1.[NH2:32][C:33]1[CH:38]=[CH:37][C:36]([C:39]2[N:43]=[C:42]([CH2:44][CH2:45][CH2:46][C:47]([O:49][CH3:50])=[O:48])[O:41][N:40]=2)=[CH:35][CH:34]=1.[Cl:51][C:52]1[CH:57]=[CH:56][CH:55]=[CH:54][C:53]=1[N:58]=[C:59]=[O:60], predict the reaction product. The product is: [Cl:51][C:52]1[CH:57]=[CH:56][CH:55]=[CH:54][C:53]=1[NH:58][C:59](=[O:60])[NH:32][C:33]1[CH:34]=[CH:35][C:36]([C:39]2[N:43]=[C:42]([CH2:44][CH2:45][CH2:46][C:47]([O:49][CH3:50])=[O:48])[O:41][N:40]=2)=[CH:37][CH:38]=1. (3) Given the reactants [C:1]1([CH:7]([C:11](O)=O)C(O)=O)[CH:6]=[CH:5][CH:4]=[CH:3][CH:2]=1.O=P(Cl)(Cl)[Cl:16].[Br:19][C:20]1[CH:26]=[CH:25][C:23]([NH2:24])=[C:22]([CH3:27])[CH:21]=1.[CH2:28]([Cl:30])Cl, predict the reaction product. The product is: [Br:19][C:20]1[CH:26]=[C:25]2[C:23](=[C:22]([CH3:27])[CH:21]=1)[N:24]=[C:11]([Cl:16])[C:7]([C:1]1[CH:6]=[CH:5][CH:4]=[CH:3][CH:2]=1)=[C:28]2[Cl:30]. (4) The product is: [O:29]=[C:19]1[N:20]([C:23]2[CH:24]=[CH:25][CH:26]=[CH:27][CH:28]=2)[CH2:21][CH2:22][N:18]1[C:16]([NH:15][C:11]1[CH:12]=[CH:13][CH:14]=[C:9]([O:8][C:5]2[CH:6]=[N:7][C:2]([NH:1][C:44]([N:39]3[CH2:43][CH2:42][CH2:41][CH2:40]3)=[O:45])=[CH:3][CH:4]=2)[CH:10]=1)=[O:17]. Given the reactants [NH2:1][C:2]1[N:7]=[CH:6][C:5]([O:8][C:9]2[CH:10]=[C:11]([NH:15][C:16]([N:18]3[CH2:22][CH2:21][N:20]([C:23]4[CH:28]=[CH:27][CH:26]=[CH:25][CH:24]=4)[C:19]3=[O:29])=[O:17])[CH:12]=[CH:13][CH:14]=2)=[CH:4][CH:3]=1.CCN(C(C)C)C(C)C.[N:39]1([C:44](Cl)=[O:45])[CH2:43][CH2:42][CH2:41][CH2:40]1, predict the reaction product. (5) Given the reactants [C:1]1([CH2:7][N:8]2[CH2:13][CH2:12][CH:11]([CH2:14][NH2:15])[CH2:10][CH2:9]2)[CH:6]=[CH:5][CH:4]=[CH:3][CH:2]=1.[C:16](#[N:19])[CH:17]=[CH2:18], predict the reaction product. The product is: [C:1]1([CH2:7][N:8]2[CH2:13][CH2:12][CH:11]([CH2:14][NH:15][CH2:18][CH2:17][C:16]#[N:19])[CH2:10][CH2:9]2)[CH:2]=[CH:3][CH:4]=[CH:5][CH:6]=1. (6) Given the reactants C(Cl)(=O)C(Cl)=O.CS(C)=O.[OH:11][CH2:12][CH:13]1[CH2:17][CH2:16][C:15](=[O:18])[N:14]1[CH2:19][CH2:20][CH2:21][C:22]1[S:26][C:25]([C:27]([O:29][CH3:30])=[O:28])=[CH:24][CH:23]=1.CCN(CC)CC, predict the reaction product. The product is: [CH:12]([CH:13]1[CH2:17][CH2:16][C:15](=[O:18])[N:14]1[CH2:19][CH2:20][CH2:21][C:22]1[S:26][C:25]([C:27]([O:29][CH3:30])=[O:28])=[CH:24][CH:23]=1)=[O:11]. (7) Given the reactants [CH3:1][C:2]1[C:6]([CH2:7][N:8]2[CH:12]=[C:11]([N:13]3[C:17](=[O:18])[CH2:16][NH:15][C:14]3=[O:19])[CH:10]=[N:9]2)=[C:5]([CH3:20])[O:4][N:3]=1.Cl.[CH3:22][O:23][C:24]1[C:25]([CH2:32]Cl)=[N:26][CH:27]=[CH:28][C:29]=1[O:30][CH3:31], predict the reaction product. The product is: [CH3:22][O:23][C:24]1[C:25]([CH2:32][N:15]2[CH2:16][C:17](=[O:18])[N:13]([C:11]3[CH:10]=[N:9][N:8]([CH2:7][C:6]4[C:2]([CH3:1])=[N:3][O:4][C:5]=4[CH3:20])[CH:12]=3)[C:14]2=[O:19])=[N:26][CH:27]=[CH:28][C:29]=1[O:30][CH3:31]. (8) Given the reactants [Cl:1][C:2]1[N:3]=[C:4]([N:14]2[CH2:19][CH2:18][O:17][CH2:16][CH2:15]2)[C:5]2[S:10][C:9]([CH2:11][NH:12][CH3:13])=[CH:8][C:6]=2[N:7]=1.[CH3:20][N:21]1[CH2:26][CH2:25][CH:24]([CH:27]=O)[CH2:23][CH2:22]1, predict the reaction product. The product is: [Cl:1][C:2]1[N:3]=[C:4]([N:14]2[CH2:19][CH2:18][O:17][CH2:16][CH2:15]2)[C:5]2[S:10][C:9]([CH2:11][N:12]([CH3:13])[CH2:27][CH:24]3[CH2:23][CH2:22][N:21]([CH3:20])[CH2:26][CH2:25]3)=[CH:8][C:6]=2[N:7]=1. (9) The product is: [F:18][C:4]([F:3])([F:17])[CH2:5][O:6][C:7]1[CH:16]=[CH:15][C:10]([SH:11])=[C:9]([OH:13])[CH:8]=1. Given the reactants [OH-].[Na+].[F:3][C:4]([F:18])([F:17])[CH2:5][O:6][C:7]1[CH:16]=[CH:15][C:10]2[S:11]C(=O)[O:13][C:9]=2[CH:8]=1, predict the reaction product.